This data is from Catalyst prediction with 721,799 reactions and 888 catalyst types from USPTO. The task is: Predict which catalyst facilitates the given reaction. (1) Reactant: [CH3:1][C:2]1([CH3:27])[CH2:11][C:10]2[C:5](=[CH:6][CH:7]=[C:8]([C:12]([O:14]C)=[O:13])[CH:9]=2)[NH:4][CH:3]1[C:16]1[CH:21]=[CH:20][CH:19]=[CH:18][C:17]=1[NH:22][S:23]([CH3:26])(=[O:25])=[O:24].[OH-].[Na+]. Product: [CH3:1][C:2]1([CH3:27])[CH2:11][C:10]2[C:5](=[CH:6][CH:7]=[C:8]([C:12]([OH:14])=[O:13])[CH:9]=2)[NH:4][CH:3]1[C:16]1[CH:21]=[CH:20][CH:19]=[CH:18][C:17]=1[NH:22][S:23]([CH3:26])(=[O:25])=[O:24]. The catalyst class is: 83. (2) Reactant: N1C=CN=C1.[Cl:6][C:7]1[N:8]=[C:9]([CH2:21][OH:22])[N:10]([CH2:13][O:14][CH2:15][CH2:16][Si:17]([CH3:20])([CH3:19])[CH3:18])[C:11]=1[Cl:12].Cl[Si:24]([C:27]([CH3:30])([CH3:29])[CH3:28])([CH3:26])[CH3:25].[NH4+].[Cl-]. Product: [Cl:6][C:7]1[N:8]=[C:9]([CH2:21][O:22][Si:24]([C:27]([CH3:30])([CH3:29])[CH3:28])([CH3:26])[CH3:25])[N:10]([CH2:13][O:14][CH2:15][CH2:16][Si:17]([CH3:18])([CH3:19])[CH3:20])[C:11]=1[Cl:12]. The catalyst class is: 2. (3) Reactant: [CH2:1]([N:4]1[C:9]2[CH:10]=[C:11]([C:14]([OH:30])([C:26]([F:29])([F:28])[F:27])[CH:15]([C:17]3[CH:22]=[CH:21][C:20]([O:23]C)=[CH:19][C:18]=3[Cl:25])[CH3:16])[CH:12]=[CH:13][C:8]=2[O:7][CH2:6][C:5]1=[O:31])[CH:2]=[CH2:3].B(Br)(Br)Br. Product: [CH2:1]([N:4]1[C:9]2[CH:10]=[C:11]([C:14]([OH:30])([C:26]([F:27])([F:29])[F:28])[CH:15]([C:17]3[CH:22]=[CH:21][C:20]([OH:23])=[CH:19][C:18]=3[Cl:25])[CH3:16])[CH:12]=[CH:13][C:8]=2[O:7][CH2:6][C:5]1=[O:31])[CH:2]=[CH2:3]. The catalyst class is: 4. (4) Reactant: [Br:1][C:2]1[CH:7]=[C:6]([CH2:8]O)[CH:5]=[C:4]([Br:10])[N:3]=1.[Br:11]P(Br)(C1C=CC=CC=1)(C1C=CC=CC=1)C1C=CC=CC=1. Product: [Br:1][C:2]1[CH:7]=[C:6]([CH2:8][Br:11])[CH:5]=[C:4]([Br:10])[N:3]=1. The catalyst class is: 4. (5) Reactant: [F:1][C:2]([F:21])([F:20])[C:3]1[CH:19]=[CH:18][C:6]([CH2:7][NH:8][C:9]2[N:14]=[CH:13][C:12]([C:15](=[O:17])[CH3:16])=[CH:11][CH:10]=2)=[CH:5][CH:4]=1.[C:22]([O:26][C:27](O[C:27]([O:26][C:22]([CH3:25])([CH3:24])[CH3:23])=[O:28])=[O:28])([CH3:25])([CH3:24])[CH3:23].C(N(CC)C(C)C)(C)C. Product: [C:22]([O:26][C:27](=[O:28])[N:8]([C:9]1[CH:10]=[CH:11][C:12]([C:15](=[O:17])[CH3:16])=[CH:13][N:14]=1)[CH2:7][C:6]1[CH:18]=[CH:19][C:3]([C:2]([F:1])([F:20])[F:21])=[CH:4][CH:5]=1)([CH3:25])([CH3:24])[CH3:23]. The catalyst class is: 453.